Dataset: Reaction yield outcomes from USPTO patents with 853,638 reactions. Task: Predict the reaction yield, written as a fraction of the theoretical maximum amount of product (1.0 means a 100% yield; for example, 0.34 means a 34% yield). The reactants are [CH3:1][NH:2][C:3]([C:5]1[C:6]2[CH2:7][CH2:8][C:9]3([NH:18][C:19]=2[C:20]2[N:25]=[C:24]([CH3:26])[N:23]([CH3:27])[C:21]=2[CH:22]=1)[CH2:17][C:16]1[C:11](=[CH:12][CH:13]=[CH:14][CH:15]=1)[CH2:10]3)=[O:4].[C:28]([OH:34])(=[O:33])[CH2:29][C:30]([OH:32])=[O:31]. The catalyst is CO. The product is [C:28]([OH:34])(=[O:33])[CH2:29][C:30]([OH:32])=[O:31].[CH3:1][NH:2][C:3]([C:5]1[C:6]2[CH2:7][CH2:8][C:9]3([NH:18][C:19]=2[C:20]2[N:25]=[C:24]([CH3:26])[N:23]([CH3:27])[C:21]=2[CH:22]=1)[CH2:17][C:16]1[C:11](=[CH:12][CH:13]=[CH:14][CH:15]=1)[CH2:10]3)=[O:4]. The yield is 0.770.